This data is from Reaction yield outcomes from USPTO patents with 853,638 reactions. The task is: Predict the reaction yield, written as a fraction of the theoretical maximum amount of product (1.0 means a 100% yield; for example, 0.34 means a 34% yield). (1) The reactants are Cl.Cl.[F:3][C:4]1[CH:5]=[C:6]([CH:8]=[C:9]([CH2:17][NH:18][CH3:19])[C:10]=1[O:11][C@@H:12]([CH3:16])[CH2:13][O:14][CH3:15])[NH2:7].C(N(CC)C(C)C)(C)C.[CH2:29]([O:36][C:37]([O:39]N1C(=O)CCC1=O)=O)[C:30]1[CH:35]=[CH:34][CH:33]=[CH:32][CH:31]=1. The catalyst is CN(C=O)C. The product is [NH2:7][C:6]1[CH:5]=[C:4]([F:3])[C:10]([O:11][C@@H:12]([CH3:16])[CH2:13][O:14][CH3:15])=[C:9]([CH:8]=1)[CH2:17][N:18]([CH3:19])[C:37](=[O:39])[O:36][CH2:29][C:30]1[CH:31]=[CH:32][CH:33]=[CH:34][CH:35]=1. The yield is 0.920. (2) The reactants are [CH3:1][NH:2][C:3]1[C:8]([C:9]2[CH:14]=[CH:13][CH:12]=[C:11]([C:15]([F:18])([F:17])[F:16])[CH:10]=2)=[CH:7][C:6]([CH:19]=O)=[CH:5][CH:4]=1.N1C=CC=CC=1.[C:27](Cl)(=[O:29])[CH3:28].[OH2:31]. The catalyst is C(Cl)Cl. The product is [CH:19]([C:6]1[CH:5]=[CH:4][C:3]([N:2]([CH3:1])[C:27](=[O:29])[CH3:28])=[C:8]([C:9]2[CH:14]=[CH:13][CH:12]=[C:11]([C:15]([F:16])([F:17])[F:18])[CH:10]=2)[CH:7]=1)=[O:31]. The yield is 0.390.